Predict the reaction yield, written as a fraction of the theoretical maximum amount of product (1.0 means a 100% yield; for example, 0.34 means a 34% yield). From a dataset of Reaction yield outcomes from USPTO patents with 853,638 reactions. (1) The reactants are O1[C:5]2([CH2:10][CH2:9][CH:8]([O:11][C:12]3[C:24]([CH:25]4[CH2:27][CH2:26]4)=[CH:23][C:15]([C:16]([O:18][C:19]([CH3:22])([CH3:21])[CH3:20])=[O:17])=[C:14]([F:28])[CH:13]=3)[CH2:7][CH2:6]2)[O:4]CC1.FC(F)(F)C(O)=O.ClCCl. The catalyst is O1CCCC1.O. The product is [CH:25]1([C:24]2[C:12]([O:11][CH:8]3[CH2:7][CH2:6][C:5](=[O:4])[CH2:10][CH2:9]3)=[CH:13][C:14]([F:28])=[C:15]([CH:23]=2)[C:16]([O:18][C:19]([CH3:21])([CH3:22])[CH3:20])=[O:17])[CH2:27][CH2:26]1. The yield is 0.600. (2) The catalyst is CO. The reactants are [S:1]1[C:5]2[CH:6]=[CH:7][CH:8]=[CH:9][C:4]=2[N:3]=[C:2]1[NH:10][C:11](=[O:21])[C:12]1[CH:17]=[CH:16][C:15]([N+:18]([O-])=O)=[CH:14][CH:13]=1. The product is [S:1]1[C:5]2[CH:6]=[CH:7][CH:8]=[CH:9][C:4]=2[N:3]=[C:2]1[NH:10][C:11](=[O:21])[C:12]1[CH:17]=[CH:16][C:15]([NH2:18])=[CH:14][CH:13]=1. The yield is 0.730. (3) The reactants are [C:1]12[C:7](=[CH:8][CH:9]=[CH:10][CH:11]=1)[NH:6][C:5](=O)[O:4][C:2]2=O.[C:13]1(N)[CH:18]=[CH:17][CH:16]=C[C:14]=1[NH2:19]. The catalyst is C(O)(=O)C.O. The product is [CH:11]1[C:1]2[C:2](=[O:4])[N:19]=[C:14]3[CH:13]=[CH:18][CH:17]=[CH:16][C:5]3=[N:6][C:7]=2[CH:8]=[CH:9][CH:10]=1. The yield is 0.960. (4) The reactants are [F:1][C:2]([F:7])([F:6])[C:3]([OH:5])=[O:4].[C:8]([N:10]=[C:11]([N:20]1[CH2:25][CH2:24][N:23]([C:26]2[CH:35]=[N:34][C:33]3[C:28](=[CH:29][CH:30]=[CH:31][CH:32]=3)[N:27]=2)[CH2:22][CH:21]1[CH:36]([CH3:38])[CH3:37])[NH:12][C:13]1[CH:18]=[CH:17][CH:16]=[CH:15][C:14]=1[CH3:19])#[N:9].[CH:39](C1CCN(C2C=NC3C(=CC=CC=3)N=2)CCN1)(C)C. No catalyst specified. The product is [F:1][C:2]([F:7])([F:6])[C:3]([OH:5])=[O:4].[C:8]([N:10]=[C:11]([N:20]1[CH:21]([CH:36]([CH3:37])[CH3:38])[CH2:22][CH2:39][N:23]([C:26]2[CH:35]=[N:34][C:33]3[C:28](=[CH:29][CH:30]=[CH:31][CH:32]=3)[N:27]=2)[CH2:24][CH2:25]1)[NH:12][C:13]1[CH:18]=[CH:17][CH:16]=[CH:15][C:14]=1[CH3:19])#[N:9]. The yield is 0.150. (5) The reactants are [Br:1][C:2]1[CH:26]=[CH:25][C:5]2[N:6]([C:21]([CH3:24])([CH3:23])[CH3:22])[C:7]([C:9]3[CH:14]=[CH:13][CH:12]=[CH:11][C:10]=3[C:15]3[O:19][C:18](=[O:20])[NH:17][N:16]=3)=[N:8][C:4]=2[CH:3]=1.[H-].[Na+].[CH3:29]I. The catalyst is CN(C=O)C. The product is [Br:1][C:2]1[CH:26]=[CH:25][C:5]2[N:6]([C:21]([CH3:23])([CH3:22])[CH3:24])[C:7]([C:9]3[CH:14]=[CH:13][CH:12]=[CH:11][C:10]=3[C:15]3[O:19][C:18](=[O:20])[N:17]([CH3:29])[N:16]=3)=[N:8][C:4]=2[CH:3]=1. The yield is 0.890. (6) The reactants are [Br:1][C:2]1[CH:3]=[C:4]([OH:8])[CH:5]=[CH:6][CH:7]=1.C([O-])([O-])=O.[K+].[K+].Br[CH2:16][CH2:17][CH2:18][CH2:19][OH:20].O. The catalyst is CN(C=O)C. The product is [Br:1][C:2]1[CH:3]=[C:4]([CH:5]=[CH:6][CH:7]=1)[O:8][CH2:16][CH2:17][CH2:18][CH2:19][OH:20]. The yield is 0.340.